From a dataset of Catalyst prediction with 721,799 reactions and 888 catalyst types from USPTO. Predict which catalyst facilitates the given reaction. (1) Reactant: C[O:2][C:3](=[O:38])[C:4]1[CH:9]=[CH:8][CH:7]=[CH:6][C:5]=1[CH2:10][CH2:11][C:12]([C:19]1[CH:24]=[CH:23][CH:22]=[C:21](/[CH:25]=[CH:26]/[C:27]2[CH:36]=[CH:35][C:34]3[C:29](=[CH:30][C:31]([Cl:37])=[CH:32][CH:33]=3)[N:28]=2)[CH:20]=1)([O:16][CH2:17][CH3:18])[O:13][CH2:14][CH3:15].[OH-].[Na+]. Product: [Cl:37][C:31]1[CH:30]=[C:29]2[C:34]([CH:35]=[CH:36][C:27](/[CH:26]=[CH:25]/[C:21]3[CH:20]=[C:19]([C:12]([O:16][CH2:17][CH3:18])([O:13][CH2:14][CH3:15])[CH2:11][CH2:10][C:5]4[CH:6]=[CH:7][CH:8]=[CH:9][C:4]=4[C:3]([OH:38])=[O:2])[CH:24]=[CH:23][CH:22]=3)=[N:28]2)=[CH:33][CH:32]=1. The catalyst class is: 12. (2) Reactant: Cl[CH:2]([C:8](=O)[C:9]([F:12])([F:11])[F:10])[C:3]([O:5][CH2:6][CH3:7])=[O:4].[Cl:14][C:15]1[CH:23]=[CH:22][C:18]([C:19]([NH2:21])=[S:20])=[CH:17][CH:16]=1.O.C1(C)C=CC(S(O)(=O)=O)=CC=1. Product: [CH2:6]([O:5][C:3]([C:2]1[S:20][C:19]([C:18]2[CH:22]=[CH:23][C:15]([Cl:14])=[CH:16][CH:17]=2)=[N:21][C:8]=1[C:9]([F:12])([F:11])[F:10])=[O:4])[CH3:7]. The catalyst class is: 14. (3) Reactant: [CH2:1]([OH:8])[C:2]1[CH:7]=[CH:6][CH:5]=[CH:4][CH:3]=1.Cl[S:10]([N:13]=[C:14]=[O:15])(=[O:12])=[O:11].[S:16]1[CH:20]=[CH:19][CH:18]=[C:17]1[CH2:21][CH2:22][NH2:23].Cl. Product: [S:16]1[CH:20]=[CH:19][CH:18]=[C:17]1[CH2:21][CH2:22][NH:23][S:10]([NH:13][C:14](=[O:15])[O:8][CH2:1][C:2]1[CH:7]=[CH:6][CH:5]=[CH:4][CH:3]=1)(=[O:12])=[O:11]. The catalyst class is: 272. (4) Reactant: C(OC([NH:11][C@H:12]1[CH2:16][CH2:15][N:14]([C@H:17]2[CH2:22][CH2:21][C@@H:20]([NH:23][C:24]([CH3:27])([CH3:26])[CH3:25])[CH2:19][C@H:18]2[NH:28][C:29](=[O:37])[O:30][CH2:31][CH2:32][Si:33]([CH3:36])([CH3:35])[CH3:34])[C:13]1=[O:38])=O)C1C=CC=CC=1.[H][H]. Product: [NH2:11][C@H:12]1[CH2:16][CH2:15][N:14]([C@H:17]2[CH2:22][CH2:21][C@@H:20]([NH:23][C:24]([CH3:26])([CH3:27])[CH3:25])[CH2:19][C@H:18]2[NH:28][C:29](=[O:37])[O:30][CH2:31][CH2:32][Si:33]([CH3:34])([CH3:36])[CH3:35])[C:13]1=[O:38]. The catalyst class is: 19. (5) The catalyst class is: 23. Reactant: [Cl:1][C:2]1[C:3]([CH3:22])=[C:4]([NH:10][S:11](/[CH:14]=[CH:15]/[C:16]2[CH:21]=[CH:20][CH:19]=[CH:18][CH:17]=2)(=[O:13])=[O:12])[CH:5]=[CH:6][C:7]=1[C:8]#[N:9].C([O-])([O-])=O.[K+].[K+].[Na+].[I-].[CH2:31](Br)[CH:32]=[CH2:33]. Product: [Cl:1][C:2]1[C:3]([CH3:22])=[C:4]([N:10]([CH2:33][CH:32]=[CH2:31])[S:11](/[CH:14]=[CH:15]/[C:16]2[CH:17]=[CH:18][CH:19]=[CH:20][CH:21]=2)(=[O:13])=[O:12])[CH:5]=[CH:6][C:7]=1[C:8]#[N:9].